From a dataset of CYP2C19 inhibition data for predicting drug metabolism from PubChem BioAssay. Regression/Classification. Given a drug SMILES string, predict its absorption, distribution, metabolism, or excretion properties. Task type varies by dataset: regression for continuous measurements (e.g., permeability, clearance, half-life) or binary classification for categorical outcomes (e.g., BBB penetration, CYP inhibition). Dataset: cyp2c19_veith. (1) The molecule is C[C@@H](C(=O)OC1C[C@@H]2CC[C@H](C1)N2C)c1ccc(Br)cc1. The result is 0 (non-inhibitor). (2) The molecule is CCOc1cc(/C=C(/C#N)c2nc3ccccc3[nH]2)ccc1OCc1ccc(C(=O)O)o1. The result is 0 (non-inhibitor).